Predict the reaction yield, written as a fraction of the theoretical maximum amount of product (1.0 means a 100% yield; for example, 0.34 means a 34% yield). From a dataset of Reaction yield outcomes from USPTO patents with 853,638 reactions. (1) The reactants are [CH:1]([N:4]1[CH2:9][CH2:8][N:7]([C:10]([C:12]2[N:13]=[C:14]([CH2:17]OS(C)(=O)=O)[S:15][CH:16]=2)=[O:11])[CH2:6][CH2:5]1)([CH3:3])[CH3:2].OCC1S[CH:27]=[C:28]([C:30]([N:32]2[CH2:37][CH2:36]N(C(C)C)CC2)=O)N=1.CS(Cl)(=O)=O. The catalyst is C(Cl)Cl. The product is [CH:1]([N:4]1[CH2:9][CH2:8][N:7]([C:10]([C:12]2[N:13]=[C:14]([CH2:17][N:32]3[CH2:30][CH2:28][CH2:27][CH2:36][CH2:37]3)[S:15][CH:16]=2)=[O:11])[CH2:6][CH2:5]1)([CH3:3])[CH3:2]. The yield is 0.410. (2) The product is [CH3:1][N:2]1[CH2:7][CH2:6][N:5]([C:8]2[CH:13]=[CH:12][C:11]([NH:14][C:21]([NH2:22])=[NH:20])=[C:10]([O:15][C:16]([F:19])([F:17])[F:18])[CH:9]=2)[CH2:4][CH2:3]1. The catalyst is Cl.O. The reactants are [CH3:1][N:2]1[CH2:7][CH2:6][N:5]([C:8]2[CH:13]=[CH:12][C:11]([NH2:14])=[C:10]([O:15][C:16]([F:19])([F:18])[F:17])[CH:9]=2)[CH2:4][CH2:3]1.[N:20]#[C:21][NH2:22]. The yield is 0.760. (3) The reactants are [CH3:1][C:2]1[CH:11]=[C:10]2[C:5]([C:6]([OH:16])=[CH:7][C:8]([C:12]([O:14]C)=[O:13])=[N:9]2)=[CH:4][CH:3]=1.[Li+].[OH-]. The catalyst is CO.O. The product is [CH3:1][C:2]1[CH:11]=[C:10]2[C:5]([C:6]([OH:16])=[CH:7][C:8]([C:12]([OH:14])=[O:13])=[N:9]2)=[CH:4][CH:3]=1. The yield is 0.980. (4) The reactants are [NH2:1][C@H:2]([C:19](=[O:31])[NH:20][C:21]1[CH:22]=[CH:23][CH:24]=[C:25]2[C:30]=1[N:29]=[CH:28][CH:27]=[CH:26]2)[CH2:3][CH2:4][CH2:5][CH2:6][NH:7][S:8]([NH:11][C:12](=[O:18])[O:13][C:14]([CH3:17])([CH3:16])[CH3:15])(=[O:10])=[O:9].N1C=CC=CC=1.[CH3:38][O:39][C:40]1[CH:41]=[C:42]([S:48](Cl)(=[O:50])=[O:49])[CH:43]=[CH:44][C:45]=1[O:46][CH3:47]. The catalyst is C(Cl)Cl. The product is [CH3:38][O:39][C:40]1[CH:41]=[C:42]([S:48]([NH:1][C@H:2]([C:19](=[O:31])[NH:20][C:21]2[CH:22]=[CH:23][CH:24]=[C:25]3[C:30]=2[N:29]=[CH:28][CH:27]=[CH:26]3)[CH2:3][CH2:4][CH2:5][CH2:6][NH:7][S:8]([NH:11][C:12](=[O:18])[O:13][C:14]([CH3:17])([CH3:16])[CH3:15])(=[O:9])=[O:10])(=[O:49])=[O:50])[CH:43]=[CH:44][C:45]=1[O:46][CH3:47]. The yield is 0.540. (5) The reactants are [C:1](O)(=O)C.FC(F)(F)C(O)=O.[CH3:12][O:13][C:14]1[CH:15]=[C:16]([CH2:22][CH2:23][NH2:24])[CH:17]=[CH:18][C:19]=1[O:20][CH3:21].C1N2CN3CN(C2)CN1C3. The catalyst is O. The product is [CH3:12][O:13][C:14]1[CH:15]=[C:16]2[C:17](=[CH:18][C:19]=1[O:20][CH3:21])[CH:1]=[N:24][CH2:23][CH2:22]2. The yield is 0.950. (6) The reactants are Cl.[N:2]1([C:8]2[N:19]=[CH:18][CH:17]=[CH:16][C:9]=2[C:10]([O:12][CH:13]([CH3:15])[CH3:14])=[O:11])[CH2:7][CH2:6][NH:5][CH2:4][CH2:3]1.CCN(CC)CC.[CH2:27]([C:29]1[S:33][C:32]([CH:34]=O)=[CH:31][CH:30]=1)[CH3:28].CC(O)=O.[BH-](OC(C)=O)(OC(C)=O)OC(C)=O.[Na+]. The catalyst is CCOC(C)=O.ClCCCl. The product is [CH2:27]([C:29]1[S:33][C:32]([CH2:34][N:5]2[CH2:6][CH2:7][N:2]([C:8]3[C:9]([C:10]([O:12][CH:13]([CH3:15])[CH3:14])=[O:11])=[CH:16][CH:17]=[CH:18][N:19]=3)[CH2:3][CH2:4]2)=[CH:31][CH:30]=1)[CH3:28]. The yield is 0.750. (7) The reactants are Cl.[F:2][C:3]1([F:14])[CH2:7][NH:6][C@H:5]([CH2:8][CH:9]([CH3:13])[C:10]([OH:12])=[O:11])[CH2:4]1.[Br:15][C:16]1[CH:21]=[C:20]([F:22])[CH:19]=[CH:18][C:17]=1[C@H:23]1[C:28]([C:29]([O:31][CH3:32])=[O:30])=[C:27]([CH2:33]Br)[NH:26][C:25]([C:35]2[S:36][CH:37]=[CH:38][N:39]=2)=[N:24]1.C(=O)([O-])[O-].[K+].[K+]. The catalyst is C(O)C. The product is [Br:15][C:16]1[CH:21]=[C:20]([F:22])[CH:19]=[CH:18][C:17]=1[C@@H:23]1[N:24]=[C:25]([C:35]2[S:36][CH:37]=[CH:38][N:39]=2)[NH:26][C:27]([CH2:33][N:6]2[CH2:7][C:3]([F:2])([F:14])[CH2:4][C@H:5]2[CH2:8][CH:9]([CH3:13])[C:10]([OH:12])=[O:11])=[C:28]1[C:29]([O:31][CH3:32])=[O:30]. The yield is 0.390. (8) The reactants are [Br:1][C:2]1[CH:3]=[N:4][CH:5]=[CH:6][C:7]=1/[CH:8]=[C:9]1/[C:10](=[O:21])[C:11]2[C:16]([CH2:17][CH2:18]/1)=[CH:15][C:14]([O:19][CH3:20])=[CH:13][CH:12]=2. The catalyst is CCO.[Pt]. The product is [Br:1][C:2]1[CH:3]=[N:4][CH:5]=[CH:6][C:7]=1[CH2:8][CH:9]1[CH2:18][CH2:17][C:16]2[C:11](=[CH:12][CH:13]=[C:14]([O:19][CH3:20])[CH:15]=2)[C:10]1=[O:21]. The yield is 0.990. (9) The reactants are Br[C:2]1[CH:7]=[C:6]([F:8])[CH:5]=[CH:4][C:3]=1[N+:9]([O-:11])=[O:10].[NH2:12][C:13]1[C:14]([CH3:23])=[C:15]([CH:20]=[CH:21][CH:22]=1)[C:16]([O:18][CH3:19])=[O:17].C1C=CC(P(C2C(OC3C(P(C4C=CC=CC=4)C4C=CC=CC=4)=CC=CC=3)=CC=CC=2)C2C=CC=CC=2)=CC=1.P([O-])([O-])([O-])=O.[K+].[K+].[K+]. The catalyst is C1(C)C=CC=CC=1.[Cl-].[Na+].O.C1C=CC(/C=C/C(/C=C/C2C=CC=CC=2)=O)=CC=1.C1C=CC(/C=C/C(/C=C/C2C=CC=CC=2)=O)=CC=1.C1C=CC(/C=C/C(/C=C/C2C=CC=CC=2)=O)=CC=1.[Pd].[Pd]. The product is [F:8][C:6]1[CH:5]=[CH:4][C:3]([N+:9]([O-:11])=[O:10])=[C:2]([NH:12][C:13]2[C:14]([CH3:23])=[C:15]([CH:20]=[CH:21][CH:22]=2)[C:16]([O:18][CH3:19])=[O:17])[CH:7]=1. The yield is 0.770. (10) The reactants are Br[C:2]1([C:8]([OH:10])=[O:9])[CH:7]=[CH:6][CH:5]=[CH:4][NH:3]1.C([O-])([O-])=O.[Na+].[Na+].[F:17][C:18]1[CH:23]=[CH:22][C:21](B2OCC(C)(C)CO2)=[CH:20][CH:19]=1.CCO. The catalyst is COCCOC.C1C=CC([P]([Pd]([P](C2C=CC=CC=2)(C2C=CC=CC=2)C2C=CC=CC=2)([P](C2C=CC=CC=2)(C2C=CC=CC=2)C2C=CC=CC=2)[P](C2C=CC=CC=2)(C2C=CC=CC=2)C2C=CC=CC=2)(C2C=CC=CC=2)C2C=CC=CC=2)=CC=1. The product is [F:17][C:18]1[CH:23]=[CH:22][C:21]([C:4]2[N:3]=[C:2]([C:8]([OH:10])=[O:9])[CH:7]=[CH:6][CH:5]=2)=[CH:20][CH:19]=1. The yield is 0.400.